Dataset: Catalyst prediction with 721,799 reactions and 888 catalyst types from USPTO. Task: Predict which catalyst facilitates the given reaction. (1) Reactant: [CH3:1][C:2]([S:5](/[N:7]=[CH:8]/[C:9]1[N:10]=[C:11]([CH3:14])[NH:12][CH:13]=1)=[O:6])([CH3:4])[CH3:3].[CH3:15][O:16][C:17]1[CH:22]=[CH:21][C:20]([Mg]Br)=[CH:19][CH:18]=1.C1COCC1. Product: [CH3:15][O:16][C:17]1[CH:22]=[CH:21][C:20]([CH:8]([C:9]2[N:10]=[C:11]([CH3:14])[NH:12][CH:13]=2)[NH:7][S:5]([C:2]([CH3:1])([CH3:3])[CH3:4])=[O:6])=[CH:19][CH:18]=1. The catalyst class is: 2. (2) Reactant: [O:1]1[CH2:6][CH2:5][N:4]([C:7]2[C:8]([O:13][CH:14]3[CH2:19][CH2:18][N:17](C(OC(C)(C)C)=O)[CH2:16][CH2:15]3)=[N:9][CH:10]=[CH:11][CH:12]=2)[CH2:3][CH2:2]1.[ClH:27]. Product: [ClH:27].[NH:17]1[CH2:16][CH2:15][CH:14]([O:13][C:8]2[C:7]([N:4]3[CH2:3][CH2:2][O:1][CH2:6][CH2:5]3)=[CH:12][CH:11]=[CH:10][N:9]=2)[CH2:19][CH2:18]1. The catalyst class is: 5.